Dataset: Catalyst prediction with 721,799 reactions and 888 catalyst types from USPTO. Task: Predict which catalyst facilitates the given reaction. Reactant: [Si:1]([O:8][CH2:9][C:10]1[N:11]([CH3:26])[C:12]2[C:17]([CH:18]=1)=[CH:16][C:15]1[CH:19]([OH:25])[CH2:20][CH:21]([CH3:24])[CH2:22][CH2:23][C:14]=1[CH:13]=2)([C:4]([CH3:7])([CH3:6])[CH3:5])([CH3:3])[CH3:2].C([O-])(O)=O.[Na+].CC(OI1(OC(C)=O)(OC(C)=O)OC(=O)C2C=CC=CC1=2)=O. Product: [Si:1]([O:8][CH2:9][C:10]1[N:11]([CH3:26])[C:12]2[C:17]([CH:18]=1)=[CH:16][C:15]1[C:19](=[O:25])[CH2:20][CH:21]([CH3:24])[CH2:22][CH2:23][C:14]=1[CH:13]=2)([C:4]([CH3:6])([CH3:7])[CH3:5])([CH3:3])[CH3:2]. The catalyst class is: 2.